This data is from Reaction yield outcomes from USPTO patents with 853,638 reactions. The task is: Predict the reaction yield, written as a fraction of the theoretical maximum amount of product (1.0 means a 100% yield; for example, 0.34 means a 34% yield). The reactants are C1(P(C2C=CC=CC=2)C2C=CC=CC=2)C=CC=CC=1.[I:20]I.N1C=CN=C1.[F:27][C:28]1[N:33]=[CH:32][C:31]([C:34]2([CH2:40]O)[CH2:39][CH2:38][O:37][CH2:36][CH2:35]2)=[CH:30][CH:29]=1. The catalyst is ClCCl. The product is [F:27][C:28]1[CH:29]=[CH:30][C:31]([C:34]2([CH2:40][I:20])[CH2:39][CH2:38][O:37][CH2:36][CH2:35]2)=[CH:32][N:33]=1. The yield is 0.603.